This data is from Reaction yield outcomes from USPTO patents with 853,638 reactions. The task is: Predict the reaction yield, written as a fraction of the theoretical maximum amount of product (1.0 means a 100% yield; for example, 0.34 means a 34% yield). (1) The reactants are [C:1](O)(=[O:4])[C:2]#[CH:3].C1(N=C=NC2CCCCC2)CCCCC1.[NH2:21][C:22]1[CH:23]=[C:24]([CH:41]=[CH:42][CH:43]=1)[O:25][C:26]1[CH:27]=[CH:28][C:29]2[N:30]([CH:32]=[C:33]([NH:35][C:36]([CH:38]3[CH2:40][CH2:39]3)=[O:37])[N:34]=2)[N:31]=1. The catalyst is O1CCCC1.CN(C)C=O. The product is [C:1]([NH:21][C:22]1[CH:23]=[C:24]([CH:41]=[CH:42][CH:43]=1)[O:25][C:26]1[CH:27]=[CH:28][C:29]2[N:30]([CH:32]=[C:33]([NH:35][C:36]([CH:38]3[CH2:40][CH2:39]3)=[O:37])[N:34]=2)[N:31]=1)(=[O:4])[C:2]#[CH:3]. The yield is 0.210. (2) The reactants are [CH2:1]([C@H:8]1[CH2:12][O:11][C:10](=[O:13])[N:9]1[C:14](=[O:20])[CH2:15][CH2:16][CH2:17][C:18]#[CH:19])[C:2]1[CH:7]=[CH:6][CH:5]=[CH:4][CH:3]=1.[Cl-].[Mg+2].[Cl-].[CH2:24](N(CC)CC)C.[Cl:31][C:32]1[N:37]=[CH:36][C:35]([CH:38]=[O:39])=[CH:34][CH:33]=1.Cl[Si](C)(C)C. The catalyst is C(OCC)(=O)C. The product is [CH2:1]([C@H:8]1[CH2:24][CH2:12][O:11][C:10](=[O:13])[N:9]1[C:14](=[O:20])[C@@H:15]([C@@H:38]([C:35]1[CH:36]=[N:37][C:32]([Cl:31])=[CH:33][CH:34]=1)[OH:39])[CH2:16][CH2:17][C:18]#[CH:19])[C:2]1[CH:3]=[CH:4][CH:5]=[CH:6][CH:7]=1. The yield is 0.880. (3) The reactants are [C:1]([C:3]1[CH:8]=[CH:7][C:6]([NH:9][C:10]([CH:12]2[NH:16][CH:15]([CH2:17][C:18]([CH3:21])([CH3:20])[CH3:19])[C:14]3([C:29]4[C:24](=[CH:25][C:26]([Br:30])=[CH:27][CH:28]=4)[NH:23][C:22]3=[O:31])[CH:13]2[C:32]2[CH:37]=[CH:36][CH:35]=[C:34]([Cl:38])[C:33]=2[F:39])=[O:11])=[CH:5][CH:4]=1)#[N:2].[OH:40]O.[OH-].[Na+]. The catalyst is CS(C)=O. The product is [C:1]([C:3]1[CH:4]=[CH:5][C:6]([NH:9][C:10]([CH:12]2[NH:16][CH:15]([CH2:17][C:18]([CH3:21])([CH3:20])[CH3:19])[C:14]3([C:29]4[C:24](=[CH:25][C:26]([Br:30])=[CH:27][CH:28]=4)[NH:23][C:22]3=[O:31])[CH:13]2[C:32]2[CH:37]=[CH:36][CH:35]=[C:34]([Cl:38])[C:33]=2[F:39])=[O:11])=[CH:7][CH:8]=1)(=[O:40])[NH2:2]. The yield is 0.760.